From a dataset of Reaction yield outcomes from USPTO patents with 853,638 reactions. Predict the reaction yield, written as a fraction of the theoretical maximum amount of product (1.0 means a 100% yield; for example, 0.34 means a 34% yield). The product is [CH3:17][O:16][C:13]1[CH:14]=[CH:15][C:8]2[C:7]([O:6][C:5]3[CH:18]=[CH:19][CH:2]=[CH:3][C:4]=3/[CH:22]=[CH:21]/[C:20]([O:24][CH3:25])=[O:23])=[CH:11][S:10][C:9]=2[CH:12]=1. The catalyst is CN(C=O)C.C(Cl)Cl.O. The reactants are Br[C:2]1[CH:19]=[CH:18][C:5]([O:6][C:7]2[C:8]3[CH:15]=[CH:14][C:13]([O:16][CH3:17])=[CH:12][C:9]=3[S:10][CH:11]=2)=[CH:4][CH:3]=1.[C:20]([O:24][CH3:25])(=[O:23])[CH:21]=[CH2:22].C(N(CC)CC)C. The yield is 0.610.